This data is from NCI-60 drug combinations with 297,098 pairs across 59 cell lines. The task is: Regression. Given two drug SMILES strings and cell line genomic features, predict the synergy score measuring deviation from expected non-interaction effect. (1) Drug 1: CN(C)N=NC1=C(NC=N1)C(=O)N. Drug 2: CN1C2=C(C=C(C=C2)N(CCCl)CCCl)N=C1CCCC(=O)O.Cl. Cell line: SR. Synergy scores: CSS=15.8, Synergy_ZIP=-5.44, Synergy_Bliss=-8.55, Synergy_Loewe=-16.1, Synergy_HSA=-7.35. (2) Drug 1: C1=CC=C(C(=C1)C(C2=CC=C(C=C2)Cl)C(Cl)Cl)Cl. Drug 2: CC(C)NC(=O)C1=CC=C(C=C1)CNNC.Cl. Cell line: A549. Synergy scores: CSS=3.18, Synergy_ZIP=0.769, Synergy_Bliss=2.95, Synergy_Loewe=1.48, Synergy_HSA=1.64.